Dataset: Forward reaction prediction with 1.9M reactions from USPTO patents (1976-2016). Task: Predict the product of the given reaction. (1) Given the reactants Br[CH2:2][CH2:3][CH2:4][N:5]1[CH:9]=[C:8]([C:10]([O:12][CH2:13][CH3:14])=[O:11])[CH:7]=[C:6]1[C:15]([O:17][CH2:18][CH3:19])=[O:16].[N-:20]=[N+:21]=[N-:22].[Na+], predict the reaction product. The product is: [N:20]([CH2:2][CH2:3][CH2:4][N:5]1[CH:9]=[C:8]([C:10]([O:12][CH2:13][CH3:14])=[O:11])[CH:7]=[C:6]1[C:15]([O:17][CH2:18][CH3:19])=[O:16])=[N+:21]=[N-:22]. (2) Given the reactants C([N:8]1[CH2:31][CH:30]([C:32]([OH:35])([CH3:34])[CH3:33])[O:29][C:10]2([CH2:15][CH2:14][N:13]([C:16]([C:18]3[CH:23]=[CH:22][C:21]([O:24][CH:25]([CH3:27])[CH3:26])=[C:20]([CH3:28])[CH:19]=3)=[O:17])[CH2:12][CH2:11]2)[CH2:9]1)C1C=CC=CC=1.C([O-])=O.[NH4+], predict the reaction product. The product is: [OH:35][C:32]([CH:30]1[CH2:31][NH:8][CH2:9][C:10]2([CH2:15][CH2:14][N:13]([C:16]([C:18]3[CH:23]=[CH:22][C:21]([O:24][CH:25]([CH3:26])[CH3:27])=[C:20]([CH3:28])[CH:19]=3)=[O:17])[CH2:12][CH2:11]2)[O:29]1)([CH3:34])[CH3:33]. (3) Given the reactants [CH2:1]([NH:4][C:5]1[N:10]=[C:9]([NH:11][CH2:12][CH2:13][CH3:14])[N:8]=[C:7]([N:15]([CH3:21])[O:16][CH2:17][CH:18]2[CH2:20][CH2:19]2)[N:6]=1)[CH2:2][CH3:3].[OH:22][S:23]([OH:26])(=[O:25])=[O:24], predict the reaction product. The product is: [S:23]([OH:26])([OH:25])(=[O:24])=[O:22].[CH2:1]([NH:4][C:5]1[N:10]=[C:9]([NH:11][CH2:12][CH2:13][CH3:14])[N:8]=[C:7]([N:15]([CH3:21])[O:16][CH2:17][CH:18]2[CH2:19][CH2:20]2)[N:6]=1)[CH2:2][CH3:3]. (4) Given the reactants [Cl:1][C:2]1[CH:3]=[C:4]([CH3:16])[C:5]2[O:10][C@@H:9]([CH:11]([CH3:13])[CH3:12])[C:8](=[O:14])[NH:7][C:6]=2[CH:15]=1.C(=O)([O-])[O-].[K+].[K+].[C:23]([O:27][CH3:28])(=[O:26])[CH:24]=[CH2:25].C(O)(=O)CC(CC(O)=O)(C(O)=O)O, predict the reaction product. The product is: [CH3:28][O:27][C:23](=[O:26])[CH2:24][CH2:25][N:7]1[C:6]2[CH:15]=[C:2]([Cl:1])[CH:3]=[C:4]([CH3:16])[C:5]=2[O:10][C@@H:9]([CH:11]([CH3:13])[CH3:12])[C:8]1=[O:14]. (5) The product is: [Cl:16][CH2:3][O:4]/[N:5]=[N+:6](\[O-:12])/[N:7]1[CH2:11][CH2:10][CH2:9][CH2:8]1. Given the reactants CS[CH2:3][O:4]/[N:5]=[N+:6](\[O-:12])/[N:7]1[CH2:11][CH2:10][CH2:9][CH2:8]1.S(Cl)([Cl:16])(=O)=O, predict the reaction product. (6) Given the reactants [NH2:1][C:2]1[O:6][N:5]=[C:4]([C:7]2[CH:12]=[CH:11][CH:10]=[CH:9][C:8]=2[F:13])[C:3]=1[C:14]([OH:16])=O.Cl.C(N=C=NCCCN(C)C)C.OC1C2N=NNC=2C=CC=1.[N:39]1([C:45]2[CH:50]=[CH:49][CH:48]=[CH:47][C:46]=2[OH:51])[CH2:44][CH2:43][NH:42][CH2:41][CH2:40]1, predict the reaction product. The product is: [NH2:1][C:2]1[O:6][N:5]=[C:4]([C:7]2[CH:12]=[CH:11][CH:10]=[CH:9][C:8]=2[F:13])[C:3]=1[C:14]([N:42]1[CH2:41][CH2:40][N:39]([C:45]2[CH:50]=[CH:49][CH:48]=[CH:47][C:46]=2[OH:51])[CH2:44][CH2:43]1)=[O:16].